This data is from TCR-epitope binding with 47,182 pairs between 192 epitopes and 23,139 TCRs. The task is: Binary Classification. Given a T-cell receptor sequence (or CDR3 region) and an epitope sequence, predict whether binding occurs between them. (1) The epitope is KLSYGIATV. The TCR CDR3 sequence is CASSSTGYGYTF. Result: 0 (the TCR does not bind to the epitope). (2) The TCR CDR3 sequence is CASSLGDGTSYGYTF. Result: 1 (the TCR binds to the epitope). The epitope is NLNESLIDL. (3) The epitope is HTTDPSFLGRY. The TCR CDR3 sequence is CASSPTPGGLYEQYF. Result: 1 (the TCR binds to the epitope).